This data is from Forward reaction prediction with 1.9M reactions from USPTO patents (1976-2016). The task is: Predict the product of the given reaction. (1) Given the reactants F[C:2]1[CH:9]=[C:8]([F:10])[CH:7]=[CH:6][C:3]=1[C:4]#[N:5].O.[NH2:12][NH2:13], predict the reaction product. The product is: [F:10][C:8]1[CH:9]=[C:2]2[C:3]([C:4]([NH2:5])=[N:12][NH:13]2)=[CH:6][CH:7]=1. (2) Given the reactants [OH:1][C:2]1[CH:7]=[CH:6][CH:5]=[CH:4][C:3]=1[C:8]1[N:12]=[C:11]([C:13]2[CH:18]=[CH:17][CH:16]=[CH:15][C:14]=2[OH:19])[N:10]([CH2:20][C:21](OCC)=[O:22])[N:9]=1.[NH2:26][CH:27]([CH2:30][OH:31])[CH2:28][OH:29], predict the reaction product. The product is: [OH:1][C:2]1[CH:7]=[CH:6][CH:5]=[CH:4][C:3]=1[C:8]1[N:12]=[C:11]([C:13]2[CH:18]=[CH:17][CH:16]=[CH:15][C:14]=2[OH:19])[N:10]([CH2:20][C:21]([NH:26][CH:27]([CH2:30][OH:31])[CH2:28][OH:29])=[O:22])[N:9]=1. (3) Given the reactants [CH3:1][N:2]1[C:15]([CH3:17])([CH3:16])[CH2:14][C:5]2[NH:6][C:7]3[CH:8]=[CH:9][C:10]([CH3:13])=[CH:11][C:12]=3[C:4]=2[CH2:3]1.[F:18][C:19]([F:29])([F:28])[C:20]1[CH:25]=[CH:24][C:23]([CH:26]=[CH2:27])=[CH:22][N:21]=1.[OH-].[K+], predict the reaction product. The product is: [F:29][C:19]([F:18])([F:28])[C:20]1[N:21]=[CH:22][C:23]([CH2:26][CH2:27][N:6]2[C:7]3[CH:8]=[CH:9][C:10]([CH3:13])=[CH:11][C:12]=3[C:4]3[CH2:3][N:2]([CH3:1])[C:15]([CH3:17])([CH3:16])[CH2:14][C:5]2=3)=[CH:24][CH:25]=1.